Predict the product of the given reaction. From a dataset of Forward reaction prediction with 1.9M reactions from USPTO patents (1976-2016). (1) Given the reactants Cl.Cl.[CH:3]1([CH2:9][O:10][C:11]2[C:12]3[N:13]([C:17]([C:21]([NH:23][CH2:24][C:25]4([C:31]([O:33][CH3:34])=[O:32])[CH2:30][CH2:29][NH:28][CH2:27][CH2:26]4)=[O:22])=[C:18]([CH3:20])[N:19]=3)[CH:14]=[CH:15][CH:16]=2)[CH2:8][CH2:7][CH2:6][CH2:5][CH2:4]1.C(N(CC)CC)C.ClCCl.[C:45](Cl)(=[O:47])[CH3:46], predict the reaction product. The product is: [C:45]([N:28]1[CH2:29][CH2:30][C:25]([CH2:24][NH:23][C:21]([C:17]2[N:13]3[CH:14]=[CH:15][CH:16]=[C:11]([O:10][CH2:9][CH:3]4[CH2:8][CH2:7][CH2:6][CH2:5][CH2:4]4)[C:12]3=[N:19][C:18]=2[CH3:20])=[O:22])([C:31]([O:33][CH3:34])=[O:32])[CH2:26][CH2:27]1)(=[O:47])[CH3:46]. (2) Given the reactants [OH:1][C:2]1[CH:7]=[C:6]([C:8](=[O:10])[CH3:9])[CH:5]=[CH:4][C:3]=1[C:11]1[CH:16]=[CH:15][C:14]([C:17](=[O:19])[CH3:18])=[CH:13][C:12]=1[OH:20].[C:38]1(P([C:34]2[CH:39]=[CH:38][CH:37]=CC=2)[C:38]2[CH:37]=CC=[CH:34][CH:39]=2)[CH:37]=CC=[CH:34][CH:39]=1.[CH3:40]C(OC(/N=N/C(OC(C)C)=O)=O)C, predict the reaction product. The product is: [CH:4]1[C:3]2[C:11]3[CH:16]=[CH:15][C:14]([C:17](=[O:19])[CH3:18])=[CH:13][C:12]=3[O:20][CH2:40][C:38]3([CH2:34][CH2:39]3)[CH2:37][O:1][C:2]=2[CH:7]=[C:6]([C:8](=[O:10])[CH3:9])[CH:5]=1. (3) Given the reactants [H-].[Na+].[CH2:3]([OH:7])[C:4]#[C:5][CH3:6].Cl[C:9]1[CH:14]=[C:13]([S:15][CH3:16])[N:12]=[CH:11][N:10]=1.[Cl-].[NH4+], predict the reaction product. The product is: [CH2:3]([O:7][C:9]1[CH:14]=[C:13]([S:15][CH3:16])[N:12]=[CH:11][N:10]=1)[C:4]#[C:5][CH3:6].